From a dataset of Forward reaction prediction with 1.9M reactions from USPTO patents (1976-2016). Predict the product of the given reaction. (1) Given the reactants [Br:1][C:2]1[C:3]([O:22][C:23]2[CH:24]=[C:25]([CH:29]=[CH:30][C:31]=2[Cl:32])[C:26]([OH:28])=O)=[CH:4][C:5]([NH:8][C:9]2[S:10][CH:11]=[C:12]([CH2:14][CH2:15][C:16]3[CH:21]=[CH:20][CH:19]=[CH:18][CH:17]=3)[N:13]=2)=[N:6][CH:7]=1.[N:33]1([CH2:38][CH2:39][NH2:40])[CH2:37][CH2:36][CH2:35][CH2:34]1.C(N(CC)C(C)C)(C)C, predict the reaction product. The product is: [ClH:32].[ClH:32].[Br:1][C:2]1[C:3]([O:22][C:23]2[CH:24]=[C:25]([CH:29]=[CH:30][C:31]=2[Cl:32])[C:26]([NH:40][CH2:39][CH2:38][N:33]2[CH2:37][CH2:36][CH2:35][CH2:34]2)=[O:28])=[CH:4][C:5]([NH:8][C:9]2[S:10][CH:11]=[C:12]([CH2:14][CH2:15][C:16]3[CH:21]=[CH:20][CH:19]=[CH:18][CH:17]=3)[N:13]=2)=[N:6][CH:7]=1. (2) Given the reactants C[Al](C)C.[CH3:5][O:6][C:7]1[CH:8]=[C:9]([CH2:15][CH2:16][C:17]2[CH:18]=[C:19]([NH2:22])[NH:20][N:21]=2)[CH:10]=[C:11]([O:13][CH3:14])[CH:12]=1.[CH3:23][N:24]1[CH2:29][CH:28]=[C:27]([C:30]2[N:31]=[CH:32][C:33]([C:36](OC)=[O:37])=[N:34][CH:35]=2)[CH2:26][CH2:25]1, predict the reaction product. The product is: [CH3:14][O:13][C:11]1[CH:10]=[C:9]([CH2:15][CH2:16][C:17]2[CH:18]=[C:19]([NH:22][C:36]([C:33]3[CH:32]=[N:31][C:30]([C:27]4[CH2:28][CH2:29][N:24]([CH3:23])[CH2:25][CH:26]=4)=[CH:35][N:34]=3)=[O:37])[NH:20][N:21]=2)[CH:8]=[C:7]([O:6][CH3:5])[CH:12]=1. (3) Given the reactants [NH2:1][C:2]1[C:7]2=[C:8]([C:24]3[CH:29]=[C:28]([F:30])[C:27]([NH:31][C:32]([NH:34][C:35]4[CH:40]=[C:39]([C:41]([F:44])([F:43])[F:42])[CH:38]=[CH:37][C:36]=4[F:45])=[O:33])=[CH:26][C:25]=3[F:46])[CH:9]=[C:10]([CH:11]3[CH2:16][CH2:15][N:14](C(OC(C)(C)C)=O)[CH2:13][CH2:12]3)[N:6]2[N:5]=[CH:4][N:3]=1.C(O)(C(F)(F)F)=O.C(OCC)(=O)C, predict the reaction product. The product is: [NH2:1][C:2]1[C:7]2=[C:8]([C:24]3[C:25]([F:46])=[CH:26][C:27]([NH:31][C:32]([NH:34][C:35]4[CH:40]=[C:39]([C:41]([F:43])([F:44])[F:42])[CH:38]=[CH:37][C:36]=4[F:45])=[O:33])=[C:28]([F:30])[CH:29]=3)[CH:9]=[C:10]([CH:11]3[CH2:12][CH2:13][NH:14][CH2:15][CH2:16]3)[N:6]2[N:5]=[CH:4][N:3]=1. (4) Given the reactants [S:1]1[CH:5]=[CH:4][CH:3]=[C:2]1[CH2:6][C:7]([OH:9])=[O:8].OS(O)(=O)=O.[CH3:15]O, predict the reaction product. The product is: [S:1]1[CH:5]=[CH:4][CH:3]=[C:2]1[CH2:6][C:7]([O:9][CH3:15])=[O:8]. (5) Given the reactants [F:1][C:2]1[C:23]([S:24]([CH3:27])(=[O:26])=[O:25])=[CH:22][CH:21]=[C:20](F)[C:3]=1[C:4]([N:6]1[CH2:11][CH2:10][N:9]([C:12]2[CH:19]=[CH:18][C:15]([C:16]#[N:17])=[CH:14][CH:13]=2)[CH2:8][CH2:7]1)=[O:5].[CH:29]([O-:32])([CH3:31])[CH3:30].[Na+], predict the reaction product. The product is: [F:1][C:2]1[C:23]([S:24]([CH3:27])(=[O:25])=[O:26])=[CH:22][CH:21]=[C:20]([O:32][CH:29]([CH3:31])[CH3:30])[C:3]=1[C:4]([N:6]1[CH2:11][CH2:10][N:9]([C:12]2[CH:13]=[CH:14][C:15]([C:16]#[N:17])=[CH:18][CH:19]=2)[CH2:8][CH2:7]1)=[O:5]. (6) The product is: [OH:52][CH:57]([CH2:56][OH:55])[CH2:1][C:4]1[N:5]=[C:6]([C:26]23[CH2:31][CH2:30][C:29]([NH:34][S:35]([CH:38]4[CH2:40][CH2:39]4)(=[O:36])=[O:37])([CH2:28][CH2:27]2)[CH2:32][CH2:33]3)[N:7]2[C:12]3[CH:13]=[CH:14][N:15]([S:16]([C:19]4[CH:20]=[CH:21][C:22]([CH3:23])=[CH:24][CH:25]=4)(=[O:17])=[O:18])[C:11]=3[N:10]=[CH:9][C:8]=12. Given the reactants [CH2:1]([C:4]1[N:5]=[C:6]([C:26]23[CH2:33][CH2:32][C:29]([NH:34][S:35]([CH:38]4[CH2:40][CH2:39]4)(=[O:37])=[O:36])([CH2:30][CH2:31]2)[CH2:28][CH2:27]3)[N:7]2[C:12]3[CH:13]=[CH:14][N:15]([S:16]([C:19]4[CH:25]=[CH:24][C:22]([CH3:23])=[CH:21][CH:20]=4)(=[O:18])=[O:17])[C:11]=3[N:10]=[CH:9][C:8]=12)C=C.C[N+]1([O-])CCOCC1.C(Cl)Cl.[O:52]1[CH2:57][CH2:56][O:55]CC1, predict the reaction product.